Task: Predict which catalyst facilitates the given reaction.. Dataset: Catalyst prediction with 721,799 reactions and 888 catalyst types from USPTO (1) Reactant: [NH2:1][C:2]1[C:7]([NH2:8])=[CH:6][C:5]([CH3:9])=[CH:4][N:3]=1.Br[CH:11]([CH3:15])[C:12](=O)[CH3:13].C(N(CC)CC)C. Product: [NH2:8][C:7]1[C:2]2[N:3]([C:11]([CH3:15])=[C:12]([CH3:13])[N:1]=2)[CH:4]=[C:5]([CH3:9])[CH:6]=1. The catalyst class is: 8. (2) Reactant: [CH3:1][C:2]1[C:3]([C:23]2[CH:28]=[CH:27][CH:26]=[CH:25][CH:24]=2)=[C:4]([O:14][C:15]2[CH:22]=[CH:21][C:18]([CH:19]=O)=[CH:17][CH:16]=2)[C:5]2[C:10]([CH:11]=1)=[CH:9][C:8]([O:12][CH3:13])=[CH:7][CH:6]=2.[CH2:29]([O:31][C:32](=[O:45])[CH:33](P(OCC)(OCC)=O)[CH:34]([CH3:36])[CH3:35])[CH3:30].[Li]CCCC. Product: [CH2:29]([O:31][C:32](=[O:45])[C:33](=[CH:19][C:18]1[CH:17]=[CH:16][C:15]([O:14][C:4]2[C:5]3[C:10](=[CH:9][C:8]([O:12][CH3:13])=[CH:7][CH:6]=3)[CH:11]=[C:2]([CH3:1])[C:3]=2[C:23]2[CH:28]=[CH:27][CH:26]=[CH:25][CH:24]=2)=[CH:22][CH:21]=1)[CH:34]([CH3:35])[CH3:36])[CH3:30]. The catalyst class is: 1. (3) Reactant: Cl.[CH2:2]([O:9][NH2:10])[C:3]1[CH:8]=[CH:7][CH:6]=[CH:5][CH:4]=1.[C:11]1(C)C=CC=CC=1.C=O.[OH-].[Na+]. Product: [CH2:2]([O:9][N:10]=[CH2:11])[C:3]1[CH:8]=[CH:7][CH:6]=[CH:5][CH:4]=1. The catalyst class is: 6. (4) Reactant: [Br:1]Br.[C:3]([C:6]1[CH:11]=[CH:10][C:9]([NH:12][C:13](=[O:15])[CH3:14])=[CH:8][CH:7]=1)(=[O:5])[CH3:4].C(O)(=O)C. Product: [Br:1][CH2:4][C:3]([C:6]1[CH:11]=[CH:10][C:9]([NH:12][C:13](=[O:15])[CH3:14])=[CH:8][CH:7]=1)=[O:5]. The catalyst class is: 53. (5) Reactant: [OH:1][NH:2][C:3]([C:5]1[CH:13]=[CH:12][C:11]2[NH:10][C:9]3[CH:14]([CH2:17][C:18]([OH:20])=[O:19])[CH2:15][CH2:16][C:8]=3[C:7]=2[CH:6]=1)=[NH:4].C(N(CC)CC)C.[C:28]([C:30]1[CH:31]=[C:32]([CH:36]=[CH:37][C:38]=1[O:39][CH:40]([C:45]([F:48])([F:47])[F:46])[C:41]([F:44])([F:43])[F:42])[C:33](Cl)=O)#[N:29]. Product: [C:28]([C:30]1[CH:31]=[C:32]([C:33]2[O:1][N:2]=[C:3]([C:5]3[CH:13]=[CH:12][C:11]4[NH:10][C:9]5[CH:14]([CH2:17][C:18]([OH:20])=[O:19])[CH2:15][CH2:16][C:8]=5[C:7]=4[CH:6]=3)[N:4]=2)[CH:36]=[CH:37][C:38]=1[O:39][CH:40]([C:41]([F:42])([F:44])[F:43])[C:45]([F:46])([F:47])[F:48])#[N:29]. The catalyst class is: 12.